This data is from Reaction yield outcomes from USPTO patents with 853,638 reactions. The task is: Predict the reaction yield, written as a fraction of the theoretical maximum amount of product (1.0 means a 100% yield; for example, 0.34 means a 34% yield). (1) The reactants are Br[C:2]1[C:3]([C:16]2[CH:21]=[CH:20][CH:19]=[CH:18][CH:17]=2)=[N:4][C:5]2[C:10]([N:11]=1)=[CH:9][C:8]([C:12]([O:14]C)=[O:13])=[CH:7][CH:6]=2.[Cl:22][C:23]1[CH:28]=[CH:27][C:26](B(O)O)=[CH:25][CH:24]=1. No catalyst specified. The product is [Cl:22][C:23]1[CH:28]=[CH:27][C:26]([C:2]2[C:3]([C:16]3[CH:21]=[CH:20][CH:19]=[CH:18][CH:17]=3)=[N:4][C:5]3[C:10]([N:11]=2)=[CH:9][C:8]([C:12]([OH:14])=[O:13])=[CH:7][CH:6]=3)=[CH:25][CH:24]=1. The yield is 0.370. (2) The reactants are [CH3:1][O:2][C:3]1[CH:4]=[C:5]2[C:10](=[CH:11][C:12]=1[O:13][CH3:14])[N:9]=[CH:8][CH:7]=[C:6]2[O:15][C:16]1[CH:22]=[CH:21][C:19]([NH2:20])=[C:18]([CH3:23])[C:17]=1[CH3:24].[C:25]1([CH3:31])[CH:30]=[CH:29][CH:28]=[CH:27][CH:26]=1.C(N(CC)CC)C.ClC(Cl)([O:42][C:43](=[O:49])OC(Cl)(Cl)Cl)Cl.COC1C=[CH:63][C:56]([CH:57](O)C(C)(C)C)=[CH:55]C=1. The catalyst is C(Cl)Cl. The product is [CH3:1][O:2][C:3]1[CH:4]=[C:5]2[C:10](=[CH:11][C:12]=1[O:13][CH3:14])[N:9]=[CH:8][CH:7]=[C:6]2[O:15][C:16]1[CH:22]=[CH:21][C:19]([NH:20][C:43](=[O:49])[O:42][CH2:31][C:25]2[CH:30]=[CH:29][C:28]([C:56]([CH3:63])([CH3:57])[CH3:55])=[CH:27][CH:26]=2)=[C:18]([CH3:23])[C:17]=1[CH3:24]. The yield is 0.720.